This data is from Full USPTO retrosynthesis dataset with 1.9M reactions from patents (1976-2016). The task is: Predict the reactants needed to synthesize the given product. (1) Given the product [Cl:8][C:6]1[C:5]([C:9]([F:12])([F:11])[F:10])=[CH:4][N:3]=[C:2]([NH:13][C:14]2[CH:15]=[CH:16][C:17]([C:18]([NH:20][CH3:21])=[O:19])=[CH:22][CH:23]=2)[N:7]=1, predict the reactants needed to synthesize it. The reactants are: Cl[C:2]1[N:7]=[C:6]([Cl:8])[C:5]([C:9]([F:12])([F:11])[F:10])=[CH:4][N:3]=1.[NH2:13][C:14]1[CH:23]=[CH:22][C:17]([C:18]([NH:20][CH3:21])=[O:19])=[CH:16][CH:15]=1. (2) Given the product [CH3:1][O:2][C:3]([C:5]1[CH:16]=[CH:15][C:8]2[CH:9]([NH:14][C:25]([O:24][CH2:17][C:18]3[CH:23]=[CH:22][CH:21]=[CH:20][CH:19]=3)=[O:26])[CH2:10][CH2:11][CH2:12][S:13][C:7]=2[CH:6]=1)=[O:4], predict the reactants needed to synthesize it. The reactants are: [CH3:1][O:2][C:3]([C:5]1[CH:16]=[CH:15][C:8]2[CH:9]([NH2:14])[CH2:10][CH2:11][CH2:12][S:13][C:7]=2[CH:6]=1)=[O:4].[CH2:17]([O:24][C:25](Cl)=[O:26])[C:18]1[CH:23]=[CH:22][CH:21]=[CH:20][CH:19]=1. (3) Given the product [NH2:7][C:8]1[C:16]2[C:11](=[N:12][C:13]([CH3:20])=[CH:14][C:15]=2[CH:17]=[O:19])[S:10][C:9]=1[C:21]([NH2:23])=[O:22], predict the reactants needed to synthesize it. The reactants are: [H-].[H-].[H-].[H-].[Li+].[Al+3].[NH2:7][C:8]1[C:16]2[C:11](=[N:12][C:13]([CH3:20])=[CH:14][C:15]=2[CH:17]([OH:19])C)[S:10][C:9]=1[C:21]([NH2:23])=[O:22].[NH4+].[Cl-].